Dataset: Catalyst prediction with 721,799 reactions and 888 catalyst types from USPTO. Task: Predict which catalyst facilitates the given reaction. (1) Reactant: [CH:1]([NH:3][C:4]1[CH:13]=[CH:12][C:11]2[NH:10][C:9](=[O:14])[C:8]3[NH:15][CH:16]=[CH:17][C:7]=3[C:6]=2[CH:5]=1)=O.[CH2:18]([C:20]([O-:22])=[O:21])[CH3:19].[ClH:23]. Product: [CH3:1][NH:3][C:4]1[CH:13]=[CH:12][C:11]2[NH:10][C:9](=[O:14])[C:8]3[NH:15][CH:16]=[CH:17][C:7]=3[C:6]=2[CH:5]=1.[ClH:23].[CH2:18]([C:20]([OH:22])=[O:21])[CH3:19]. The catalyst class is: 305. (2) Product: [CH:34]1([NH:39][C:2]2[CH:12]=[CH:11][C:5]([C:6]([O:8][CH2:9][CH3:10])=[O:7])=[CH:4][C:3]=2[C:13]2[C:14]3[CH:23]=[CH:22][NH:21][C:15]=3[C:16](=[O:20])[N:17]([CH3:19])[CH:18]=2)[CH2:38][CH2:37][CH2:36][CH2:35]1. The catalyst class is: 16. Reactant: F[C:2]1[CH:12]=[CH:11][C:5]([C:6]([O:8][CH2:9][CH3:10])=[O:7])=[CH:4][C:3]=1[C:13]1[C:14]2[CH:23]=[CH:22][N:21](S(C3C=CC(C)=CC=3)(=O)=O)[C:15]=2[C:16](=[O:20])[N:17]([CH3:19])[CH:18]=1.[CH:34]1([NH2:39])[CH2:38][CH2:37][CH2:36][CH2:35]1.C(N(CC)CC)C. (3) Reactant: [NH2:1][C:2]1[C:3]([C:9]([NH:11][CH2:12][CH2:13][OH:14])=[O:10])=[N:4][C:5](Br)=[CH:6][N:7]=1.[CH3:15][C:16]1[CH:17]=[C:18](B(O)O)[CH:19]=[CH:20][CH:21]=1.[CH2:25](N(CC)CC)C. Product: [CH3:25][C:6]1[N:7]=[C:2]([NH2:1])[C:3]([C:9]([NH:11][CH2:12][CH2:13][OH:14])=[O:10])=[N:4][C:5]=1[C:20]1[CH:19]=[CH:18][CH:17]=[C:16]([CH3:15])[CH:21]=1. The catalyst class is: 39. (4) Reactant: [NH2:1][CH:2]1[CH2:7][CH2:6][N:5](C(OC(C)(C)C)=O)[CH2:4][CH2:3]1.C(N(CC)CC)C.[S:22]1[CH:26]=[CH:25][CH:24]=[C:23]1[C:27](Cl)=[O:28]. Product: [NH:5]1[CH2:4][CH2:3][CH:2]([NH:1][C:27]([C:23]2[S:22][CH:26]=[CH:25][CH:24]=2)=[O:28])[CH2:7][CH2:6]1. The catalyst class is: 4.